The task is: Predict which catalyst facilitates the given reaction.. This data is from Catalyst prediction with 721,799 reactions and 888 catalyst types from USPTO. (1) Reactant: CCC(C)[BH-](C(C)CC)C(C)CC.[K+].[C:15]([C@@H:17]1[CH2:23][C@:22]2([C:28]3[CH:33]=[CH:32][CH:31]=[CH:30][CH:29]=3)[N:24]([CH2:25][CH:26]=[CH2:27])[C@H:18]1[CH:19]=[CH:20][C:21]2=[O:34])#[N:16]. Product: [C:15]([C@@H:17]1[CH2:23][C@:22]2([C:28]3[CH:33]=[CH:32][CH:31]=[CH:30][CH:29]=3)[N:24]([CH2:25][CH:26]=[CH2:27])[C@H:18]1[CH2:19][CH2:20][C@H:21]2[OH:34])#[N:16]. The catalyst class is: 1. (2) Reactant: [C:1]12([CH2:11][OH:12])[CH2:10][CH:5]3[CH2:6][CH:7]([CH2:9][CH:3]([CH2:4]3)[CH2:2]1)[CH2:8]2.C1OCCOCCOCCOCCOC1.[H-].[Na+].[Cl:30][C:31]1[CH:36]=[C:35](Cl)[N:34]=[C:33]([NH2:38])[N:32]=1. Product: [C:1]12([CH2:11][O:12][C:35]3[CH:36]=[C:31]([Cl:30])[N:32]=[C:33]([NH2:38])[N:34]=3)[CH2:8][CH:7]3[CH2:6][CH:5]([CH2:4][CH:3]([CH2:9]3)[CH2:2]1)[CH2:10]2. The catalyst class is: 1. (3) The catalyst class is: 7. Reactant: [F:1][CH:2]([F:13])[C:3]1[C:7]([C:8](Cl)=[O:9])=[C:6]([F:11])[N:5]([CH3:12])[N:4]=1.[CH3:14][C:15]1[CH:16]=[C:17]([CH:24]=[CH:25][CH:26]=1)[CH2:18][CH:19]1[CH2:23][CH2:22][CH2:21][NH:20]1.C(N(CC)CC)C. Product: [F:1][CH:2]([F:13])[C:3]1[C:7]([C:8]([N:20]2[CH2:21][CH2:22][CH2:23][CH:19]2[CH2:18][C:17]2[CH:24]=[CH:25][CH:26]=[C:15]([CH3:14])[CH:16]=2)=[O:9])=[C:6]([F:11])[N:5]([CH3:12])[N:4]=1. (4) Reactant: [F:1][C:2]1[CH:3]=[C:4]([CH:25]=[CH:26][CH:27]=1)[CH2:5][NH:6][C:7](=[O:24])[CH2:8][CH:9]1[CH2:14][CH2:13][CH2:12][CH2:11][N:10]1[CH2:15][CH2:16][C:17]1[C:18](=[O:23])[NH:19][CH:20]=[CH:21][CH:22]=1.[CH:28]1([CH2:31]Cl)[CH2:30][CH2:29]1.C(=O)([O-])[O-].[K+].[K+].CN(C=O)C. Product: [F:1][C:2]1[CH:3]=[C:4]([CH:25]=[CH:26][CH:27]=1)[CH2:5][NH:6][C:7](=[O:24])[CH2:8][CH:9]1[CH2:14][CH2:13][CH2:12][CH2:11][N:10]1[CH2:15][CH2:16][C:17]1[C:18](=[O:23])[N:19]([CH2:31][CH:28]2[CH2:30][CH2:29]2)[CH:20]=[CH:21][CH:22]=1. The catalyst class is: 6. (5) Reactant: [NH2:1][C@@H:2]1[CH2:6][N:5]([C:7]2[C:11]([NH:12][C:13]([C:15]3[N:16]=[C:17]([C:20]4[CH:25]=[CH:24][N:23]=[C:22]([N:26]([CH2:34][C:35]([F:38])([F:37])[F:36])C(=O)OC(C)(C)C)[CH:21]=4)[O:18][CH:19]=3)=[O:14])=[CH:10][N:9]([CH3:39])[N:8]=2)[C:4](=[O:40])[CH2:3]1.[CH:41](=O)[CH3:42].CO.[C:46](O[BH-](OC(=O)C)OC(=O)C)(=O)[CH3:47].[Na+]. Product: [CH2:46]([N:1]([CH2:41][CH3:42])[C@@H:2]1[CH2:6][N:5]([C:7]2[C:11]([NH:12][C:13]([C:15]3[N:16]=[C:17]([C:20]4[CH:25]=[CH:24][N:23]=[C:22]([NH:26][CH2:34][C:35]([F:36])([F:37])[F:38])[CH:21]=4)[O:18][CH:19]=3)=[O:14])=[CH:10][N:9]([CH3:39])[N:8]=2)[C:4](=[O:40])[CH2:3]1)[CH3:47]. The catalyst class is: 1. (6) Reactant: [N:1](=[C:3]1[CH2:8][CH2:7][C@H:6]2[C@H:9]3[C@H:19]([CH2:20][CH2:21][C@:4]12[CH3:5])[C@:17]1([CH3:18])[C:12]([CH2:13][C@@H:14]([OH:22])[CH2:15][CH2:16]1)=[CH:11][CH2:10]3)[OH:2].C1(N=C=NC2CCCCC2)CCCCC1.[N+:38]([C:41]1[CH:49]=[CH:48][C:44]([C:45](O)=[O:46])=[CH:43][CH:42]=1)([O-:40])=[O:39]. Product: [N+:38]([C:41]1[CH:42]=[CH:43][C:44]([C:45]([O:22][C@H:14]2[CH2:15][CH2:16][C@@:17]3([CH3:18])[C:12](=[CH:11][CH2:10][C@@H:9]4[C@@H:19]3[CH2:20][CH2:21][C@@:4]3([CH3:5])[C@H:6]4[CH2:7][CH2:8][C:3]3=[N:1][OH:2])[CH2:13]2)=[O:46])=[CH:48][CH:49]=1)([O-:40])=[O:39]. The catalyst class is: 4.